Task: Predict the reactants needed to synthesize the given product.. Dataset: Full USPTO retrosynthesis dataset with 1.9M reactions from patents (1976-2016) (1) The reactants are: Cl.[S-][C:3]#[N:4].[Na+].Cl.[NH2:7][CH:8]([CH3:17])[C:9]([C:11]1[CH:16]=[CH:15][CH:14]=[CH:13][CH:12]=1)=O.[CH2:18](O)C. Given the product [CH2:17]([C:8]1[NH:7][CH:3]=[N:4][C:9]=1[C:11]1[CH:16]=[CH:15][CH:14]=[CH:13][CH:12]=1)[CH3:18], predict the reactants needed to synthesize it. (2) Given the product [CH:18]([NH:17][C:19](=[CH:12][C:11]1[CH:14]=[CH:15][CH:16]=[C:9]([O:8][CH2:7][CH2:6][CH2:5][O:4][CH3:3])[CH:10]=1)[C:20]([O:22][CH3:23])=[O:21])=[O:26], predict the reactants needed to synthesize it. The reactants are: [H-].[Na+].[CH3:3][O:4][CH2:5][CH2:6][CH2:7][O:8][C:9]1[CH:10]=[C:11]([CH:14]=[CH:15][CH:16]=1)[CH:12]=O.[N+:17]([CH2:19][C:20]([O:22][CH3:23])=[O:21])#[C-:18].C(O)(=[O:26])C.